From a dataset of Forward reaction prediction with 1.9M reactions from USPTO patents (1976-2016). Predict the product of the given reaction. (1) The product is: [OH:23][CH:20]1[CH2:21][CH2:22][CH:17]([CH2:16][C@H:2]([NH:1][C:36](=[O:37])[O:35][C:32]([CH3:34])([CH3:33])[CH3:31])[CH2:3][N:4]([CH3:15])[C:5]([O:6][CH2:7][C:8]2[CH:9]=[CH:10][CH:11]=[CH:12][CH:13]=2)=[O:14])[CH2:18][CH2:19]1. Given the reactants [NH2:1][C@@H:2]([CH2:16][CH:17]1[CH2:22][CH2:21][CH:20]([OH:23])[CH2:19][CH2:18]1)[CH2:3][N:4]([CH3:15])[C:5](=[O:14])[O:6][CH2:7][C:8]1[CH:13]=[CH:12][CH:11]=[CH:10][CH:9]=1.CCN(CC)CC.[CH3:31][C:32]([O:35][C:36](O[C:36]([O:35][C:32]([CH3:34])([CH3:33])[CH3:31])=[O:37])=[O:37])([CH3:34])[CH3:33], predict the reaction product. (2) Given the reactants [CH:1]([C:12]1[NH:13][C:14]2[C:19]([CH:20]=1)=[CH:18][CH:17]=[CH:16][CH:15]=2)=[CH:2][CH2:3][CH2:4][CH2:5][CH2:6][CH2:7][CH2:8][CH2:9][CH2:10][CH3:11].[H][H], predict the reaction product. The product is: [CH2:1]([C:12]1[NH:13][C:14]2[C:19]([CH:20]=1)=[CH:18][CH:17]=[CH:16][CH:15]=2)[CH2:2][CH2:3][CH2:4][CH2:5][CH2:6][CH2:7][CH2:8][CH2:9][CH2:10][CH3:11]. (3) Given the reactants [CH2:1]([P:4](=[O:11])([O:8][CH2:9][CH3:10])[O:5][CH2:6][CH3:7])[CH:2]=[CH2:3].[CH2:12]([Li])CCC.IC, predict the reaction product. The product is: [CH2:9]([O:8][P:4]([CH:1]([CH3:12])[CH:2]=[CH2:3])([O:5][CH2:6][CH3:7])=[O:11])[CH3:10]. (4) Given the reactants [F:1][C:2]1[CH:7]=[C:6](F)[C:5]([N+:9]([O-])=O)=[CH:4][C:3]=1[S:12]([NH:15][CH3:16])(=[O:14])=[O:13].N1C=CC=CC=1.[CH3:23][S-:24].[Na+].C(Cl)Cl, predict the reaction product. The product is: [NH2:9][C:5]1[C:6]([S:24][CH3:23])=[CH:7][C:2]([F:1])=[C:3]([S:12]([NH:15][CH3:16])(=[O:14])=[O:13])[CH:4]=1.